This data is from Forward reaction prediction with 1.9M reactions from USPTO patents (1976-2016). The task is: Predict the product of the given reaction. (1) Given the reactants F[C:2]1[CH:3]=[C:4]([CH:9]=[CH:10][C:11]=1[N+:12]([O-:14])=[O:13])[C:5]([O:7][CH3:8])=[O:6].C(=O)([O-])[O-].[Cs+].[Cs+].[NH2:21][CH2:22][C:23]([CH3:26])([OH:25])[CH3:24].C(=O)(O)[O-].[Na+], predict the reaction product. The product is: [OH:25][C:23]([CH3:26])([CH3:24])[CH2:22][NH:21][C:2]1[CH:3]=[C:4]([CH:9]=[CH:10][C:11]=1[N+:12]([O-:14])=[O:13])[C:5]([O:7][CH3:8])=[O:6]. (2) The product is: [CH2:1]([N:3]1[C:11]2[C:6](=[N:7][CH:8]=[C:9]([F:12])[CH:10]=2)[N:5]([C:13]2[CH:18]=[CH:17][C:16]([O:19][C:25]3[N:24]([CH3:23])[C:28]4=[N:29][CH:30]=[CH:31][CH:32]=[C:27]4[N:26]=3)=[CH:15][CH:14]=2)[C:4]1=[O:20])[CH3:2]. Given the reactants [CH2:1]([N:3]1[C:11]2[C:6](=[N:7][CH:8]=[C:9]([F:12])[CH:10]=2)[N:5]([C:13]2[CH:18]=[CH:17][C:16]([OH:19])=[CH:15][CH:14]=2)[C:4]1=[O:20])[CH3:2].[H-].[Na+].[CH3:23][N:24]1[C:28]2=[N:29][CH:30]=[CH:31][CH:32]=[C:27]2[N:26]=[C:25]1S(C)(=O)=O.O, predict the reaction product. (3) Given the reactants [CH3:1][O:2][C:3]([CH:5]1[CH2:9][C:8](=O)[N:7]([CH2:11][CH:12]2[O:17][C:16]3[CH:18]=[CH:19][CH:20]=[CH:21][C:15]=3[O:14][CH2:13]2)[CH2:6]1)=[O:4].[B].CO.Cl, predict the reaction product. The product is: [CH3:1][O:2][C:3]([CH:5]1[CH2:9][CH2:8][N:7]([CH2:11][CH:12]2[O:17][C:16]3[CH:18]=[CH:19][CH:20]=[CH:21][C:15]=3[O:14][CH2:13]2)[CH2:6]1)=[O:4]. (4) Given the reactants [CH2:1]([S:8]([NH:11][C:12]([CH:14]1[CH2:19][CH2:18][N:17]([C:20]2[C:25]([Cl:26])=[CH:24][C:23]([C:27](=[O:31])[CH2:28][CH2:29][CH3:30])=[C:22]([CH2:32][N:33]3[CH2:37][CH2:36][CH2:35][C:34]3=[O:38])[N:21]=2)[CH2:16][CH2:15]1)=[O:13])(=[O:10])=[O:9])[C:2]1[CH:7]=[CH:6][CH:5]=[CH:4][CH:3]=1.[CH3:39]OC1CCCCN=1, predict the reaction product. The product is: [CH2:1]([S:8]([NH:11][C:12]([CH:14]1[CH2:19][CH2:18][N:17]([C:20]2[C:25]([Cl:26])=[CH:24][C:23]([C:27](=[O:31])[CH2:28][CH2:29][CH3:30])=[C:22]([CH2:32][N:33]3[CH2:37][CH2:39][CH2:36][CH2:35][C:34]3=[O:38])[N:21]=2)[CH2:16][CH2:15]1)=[O:13])(=[O:10])=[O:9])[C:2]1[CH:3]=[CH:4][CH:5]=[CH:6][CH:7]=1. (5) The product is: [OH:21][C:19]1[CH:18]=[CH:17][C:8]2[CH2:9][C@@:10]3([CH3:16])[CH:15]([C:5]4([CH2:4][O:3][C:2](/[N:1]=[CH:22]/[N:23]([CH3:26])[CH3:24])=[N:6]4)[C:7]=2[CH:20]=1)[CH2:14][O:13][CH2:12][CH2:11]3. Given the reactants [NH2:1][C:2]1[O:3][CH2:4][C:5]2([CH:15]3[C@@:10]([CH3:16])([CH2:11][CH2:12][O:13][CH2:14]3)[CH2:9][C:8]3[CH:17]=[CH:18][C:19]([OH:21])=[CH:20][C:7]2=3)[N:6]=1.[CH3:22][N:23]([CH3:26])[CH:24]=O, predict the reaction product.